From a dataset of Forward reaction prediction with 1.9M reactions from USPTO patents (1976-2016). Predict the product of the given reaction. The product is: [OH:21][C@H:3]1[C@@H:4]([OH:17])[CH2:5][N:1]([C:6]([O:8][C:9]([CH3:12])([CH3:11])[CH3:10])=[O:7])[CH2:2]1. Given the reactants [N:1]1([C:6]([O:8][C:9]([CH3:12])([CH3:11])[CH3:10])=[O:7])[CH2:5][CH:4]=[CH:3][CH2:2]1.C[N+]1([O-])CC[O:17]CC1.[OH2:21], predict the reaction product.